Dataset: Catalyst prediction with 721,799 reactions and 888 catalyst types from USPTO. Task: Predict which catalyst facilitates the given reaction. (1) Reactant: [C:1]([C:4]1[S:8][CH:7]=[C:6]([C:9]2[CH:17]=[CH:16][C:12]([C:13]([OH:15])=O)=[CH:11][CH:10]=2)[CH:5]=1)(=[O:3])[NH2:2].CCN=C=NCCCN(C)C.Cl.C1C=CC2N(O)N=NC=2C=1.CCN(C(C)C)C(C)C.[CH3:49][C@@H:50]1[CH2:54][CH2:53][CH2:52][N:51]1[CH2:55][C@@H:56]1[CH2:60][CH2:59][CH2:58][NH:57]1. Product: [CH3:49][C@@H:50]1[CH2:54][CH2:53][CH2:52][N:51]1[CH2:55][C@@H:56]1[CH2:60][CH2:59][CH2:58][N:57]1[C:13]([C:12]1[CH:11]=[CH:10][C:9]([C:6]2[CH:5]=[C:4]([C:1]([NH2:2])=[O:3])[S:8][CH:7]=2)=[CH:17][CH:16]=1)=[O:15]. The catalyst class is: 85. (2) Reactant: [N+:1]([C:4]1[CH:13]=[C:12]2[C:7]([CH2:8][CH2:9][N:10]([CH2:15][CH2:16][CH2:17][N:18]3[CH2:22][CH2:21][CH2:20][C:19]3=[O:23])[C:11]2=[O:14])=[CH:6][C:5]=1[N:24]1[CH2:29][CH2:28][N:27]([C:30]2[CH:35]=[CH:34][CH:33]=[CH:32][C:31]=2[CH3:36])[CH2:26][CH2:25]1)([O-])=O.C(O)(=O)C. Product: [NH2:1][C:4]1[CH:13]=[C:12]2[C:7]([CH2:8][CH2:9][N:10]([CH2:15][CH2:16][CH2:17][N:18]3[CH2:22][CH2:21][CH2:20][C:19]3=[O:23])[C:11]2=[O:14])=[CH:6][C:5]=1[N:24]1[CH2:25][CH2:26][N:27]([C:30]2[CH:35]=[CH:34][CH:33]=[CH:32][C:31]=2[CH3:36])[CH2:28][CH2:29]1. The catalyst class is: 186. (3) Reactant: Cl.[C:2]1([C:8]2([NH2:11])[CH2:10][CH2:9]2)[CH:7]=[CH:6][CH:5]=[CH:4][CH:3]=1.CN(C(ON1N=NC2C=CC=NC1=2)=[N+](C)C)C.F[P-](F)(F)(F)(F)F.CCN(C(C)C)C(C)C.[F:45][C:46]1[CH:51]=[CH:50][C:49]([C:52]2[O:53][C:54]3[CH:64]=[C:63]([N:65]([CH2:70][CH2:71][OH:72])[S:66]([CH3:69])(=[O:68])=[O:67])[C:62]([C:73]4[CH:74]=[C:75]([CH:79]=[CH:80][CH:81]=4)[C:76](O)=[O:77])=[CH:61][C:55]=3[C:56]=2[C:57](=[O:60])[NH:58][CH3:59])=[CH:48][CH:47]=1. Product: [F:45][C:46]1[CH:51]=[CH:50][C:49]([C:52]2[O:53][C:54]3[CH:64]=[C:63]([N:65]([CH2:70][CH2:71][OH:72])[S:66]([CH3:69])(=[O:68])=[O:67])[C:62]([C:73]4[CH:81]=[CH:80][CH:79]=[C:75]([C:76](=[O:77])[NH:11][C:8]5([C:2]6[CH:7]=[CH:6][CH:5]=[CH:4][CH:3]=6)[CH2:10][CH2:9]5)[CH:74]=4)=[CH:61][C:55]=3[C:56]=2[C:57]([NH:58][CH3:59])=[O:60])=[CH:48][CH:47]=1. The catalyst class is: 31. (4) Reactant: [F:1][C:2]1[CH:7]=[CH:6][C:5]([CH2:8][C:9]([C:11]2[CH:12]=[CH:13][C:14]3[O:19][CH2:18][C:17](=[O:20])[NH:16][C:15]=3[CH:21]=2)=[O:10])=[CH:4][CH:3]=1.[BrH:22].Br.[NH+]1C=CC=CC=1.[S:30]([O-:33])([O-:32])=[O:31].[Na+:34].[Na+]. Product: [S:30]([O-:33])([O-:32])=[O:31].[Na+:34].[Na+:34].[Br:22][CH:8]([C:5]1[CH:6]=[CH:7][C:2]([F:1])=[CH:3][CH:4]=1)[C:9]([C:11]1[CH:12]=[CH:13][C:14]2[O:19][CH2:18][C:17](=[O:20])[NH:16][C:15]=2[CH:21]=1)=[O:10]. The catalyst class is: 86.